This data is from Reaction yield outcomes from USPTO patents with 853,638 reactions. The task is: Predict the reaction yield, written as a fraction of the theoretical maximum amount of product (1.0 means a 100% yield; for example, 0.34 means a 34% yield). (1) The reactants are [Cl:1][C:2]1[CH:7]=[CH:6][C:5]([CH:8]([CH2:13]O)[C:9]([O:11][CH3:12])=[O:10])=[CH:4][CH:3]=1.CS(Cl)(=O)=O. The catalyst is C(Cl)Cl. The product is [Cl:1][C:2]1[CH:3]=[CH:4][C:5]([C:8](=[CH2:13])[C:9]([O:11][CH3:12])=[O:10])=[CH:6][CH:7]=1. The yield is 0.850. (2) The reactants are [F:1][C:2]([F:12])([F:11])[O:3][C:4]1[CH:10]=[CH:9][C:7]([NH2:8])=[CH:6][CH:5]=1.[S-:13][C:14]#[N:15].[NH4+].[Br-].[Br-].[Br-].C([N+](C)(C)C)C1C=CC=CC=1.C([N+](C)(C)C)C1C=CC=CC=1.C([N+](C)(C)C)C1C=CC=CC=1.C([O-])(O)=O.[Na+]. The catalyst is C(#N)C. The product is [NH2:15][C:14]1[S:13][C:9]2[CH:10]=[C:4]([O:3][C:2]([F:11])([F:12])[F:1])[CH:5]=[CH:6][C:7]=2[N:8]=1. The yield is 0.800. (3) The reactants are [Cl:1][C:2]1[C:10]2[N:9]=[C:8]3[N:11]([C:15]4[C:16]([CH3:23])=[N:17][C:18]([O:21][CH3:22])=[CH:19][CH:20]=4)[CH2:12][CH2:13][CH2:14][N:7]3[C:6]=2[C:5]([CH:24]([CH:26]2[CH2:28][CH2:27]2)[OH:25])=[CH:4][CH:3]=1.N(C(N1CCCCC1)=O)=NC(N1CCCCC1)=O.C(P(CCCC)CCCC)CCC.[F:60][C:61]([F:65])([F:64])[CH2:62]O. The product is [Cl:1][C:2]1[C:10]2[N:9]=[C:8]3[N:11]([C:15]4[C:16]([CH3:23])=[N:17][C:18]([O:21][CH3:22])=[CH:19][CH:20]=4)[CH2:12][CH2:13][CH2:14][N:7]3[C:6]=2[C:5]([CH:24]([CH:26]2[CH2:28][CH2:27]2)[O:25][CH2:62][C:61]([F:65])([F:64])[F:60])=[CH:4][CH:3]=1. The catalyst is O1CCCC1. The yield is 0.690. (4) The reactants are Br[C:2]1[CH:3]=[C:4]([C:12]2[CH:17]=[CH:16][N:15]=[C:14]([Cl:18])[CH:13]=2)[N:5]2[C:10]=1[C:9]([NH2:11])=[N:8][CH:7]=[N:6]2.[CH2:19]([N:26]1[CH:34]=[C:33]2[C:28]([CH:29]=[C:30](B3OC(C)(C)C(C)(C)O3)[CH:31]=[CH:32]2)=[N:27]1)[C:20]1[CH:25]=[CH:24][CH:23]=[CH:22][CH:21]=1. No catalyst specified. The product is [CH2:19]([N:26]1[CH:34]=[C:33]2[C:28]([CH:29]=[C:30]([C:2]3[CH:3]=[C:4]([C:12]4[CH:17]=[CH:16][N:15]=[C:14]([Cl:18])[CH:13]=4)[N:5]4[C:10]=3[C:9]([NH2:11])=[N:8][CH:7]=[N:6]4)[CH:31]=[CH:32]2)=[N:27]1)[C:20]1[CH:25]=[CH:24][CH:23]=[CH:22][CH:21]=1. The yield is 0.280. (5) The reactants are [C:1]([C:5]1[CH:6]=[C:7]([CH2:11][CH2:12][OH:13])[CH:8]=[CH:9][CH:10]=1)([CH3:4])([CH3:3])[CH3:2].C(Cl)Cl.[C:17]1([CH3:27])[CH:22]=[CH:21][C:20]([S:23](Cl)(=[O:25])=[O:24])=[CH:19][CH:18]=1. The catalyst is C([O-])(O)=O.[Na+]. The product is [CH3:27][C:17]1[CH:22]=[CH:21][C:20]([S:23]([O:13][CH2:12][CH2:11][C:7]2[CH:8]=[CH:9][CH:10]=[C:5]([C:1]([CH3:4])([CH3:2])[CH3:3])[CH:6]=2)(=[O:25])=[O:24])=[CH:19][CH:18]=1. The yield is 0.920. (6) The reactants are [C:1](Cl)(=[O:8])[C:2]1[CH:7]=[CH:6][CH:5]=[CH:4][CH:3]=1.[O:10]([C:22]1[CH:27]=[CH:26][C:25]([N+:28]([O-:30])=[O:29])=[CH:24][CH:23]=1)[C@@H:11]1[O:19][C@H:18]([CH2:20][OH:21])[C@H:16]([OH:17])[C@H:14]([OH:15])[C@H:12]1[OH:13].[OH2:31]. The catalyst is CN(C=O)C.N1C=CC=CC=1. The product is [C:1]([O:13][C@@H:12]1[C@@H:14]([O:15][C:1](=[O:31])[C:2]2[CH:7]=[CH:6][CH:5]=[CH:4][CH:3]=2)[C@@H:16]([OH:17])[C@@H:18]([CH2:20][O:21][C:1](=[O:8])[C:2]2[CH:7]=[CH:6][CH:5]=[CH:4][CH:3]=2)[O:19][C@H:11]1[O:10][C:22]1[CH:23]=[CH:24][C:25]([N+:28]([O-:30])=[O:29])=[CH:26][CH:27]=1)(=[O:8])[C:2]1[CH:7]=[CH:6][CH:5]=[CH:4][CH:3]=1. The yield is 0.420. (7) The reactants are [Br:1][C:2]1[C:3]([CH2:8][NH:9][CH:10]=O)=[N:4][CH:5]=[CH:6][CH:7]=1.P(Cl)(Cl)(Cl)=O. The catalyst is C1(C)C=CC=CC=1. The product is [Br:1][C:2]1[C:3]2[N:4]([CH:10]=[N:9][CH:8]=2)[CH:5]=[CH:6][CH:7]=1. The yield is 0.630. (8) The reactants are [N:1]1[CH:6]=[CH:5][CH:4]=[CH:3][C:2]=1[CH:7]=[CH:8][C:9]1[C:17]2[C:12](=[CH:13][C:14]([NH:18][C:19]3[CH:27]=[CH:26][CH:25]=[CH:24][C:20]=3[C:21](O)=[O:22])=[CH:15][CH:16]=2)[NH:11][N:10]=1.Cl.[CH2:29]([O:32][NH2:33])[CH:30]=[CH2:31].C(N(CC)CC)C.CN(C(ON1N=NC2C=CC=NC1=2)=[N+](C)C)C.F[P-](F)(F)(F)(F)F. The catalyst is CN(C=O)C. The product is [CH2:29]([O:32][NH:33][C:21](=[O:22])[C:20]1[CH:24]=[CH:25][CH:26]=[CH:27][C:19]=1[NH:18][C:14]1[CH:13]=[C:12]2[C:17]([C:9](/[CH:8]=[CH:7]/[C:2]3[CH:3]=[CH:4][CH:5]=[CH:6][N:1]=3)=[N:10][NH:11]2)=[CH:16][CH:15]=1)[CH:30]=[CH2:31]. The yield is 0.740. (9) The reactants are [CH2:1]([O:3][C:4](=[O:8])[C:5](Cl)=[O:6])[CH3:2].[CH:9]([NH:12][C:13]1[C:18]([C:19]([NH:21][NH2:22])=[O:20])=[CH:17][N:16]=[C:15]([C:23]2[CH:28]=[CH:27][CH:26]=[C:25]([C:29]3[CH:30]=[N:31][N:32]([CH3:34])[CH:33]=3)[CH:24]=2)[N:14]=1)([CH3:11])[CH3:10]. The catalyst is C(Cl)Cl. The product is [CH2:1]([O:3][C:4](=[O:8])[C:5]([NH:22][NH:21][C:19]([C:18]1[C:13]([NH:12][CH:9]([CH3:11])[CH3:10])=[N:14][C:15]([C:23]2[CH:28]=[CH:27][CH:26]=[C:25]([C:29]3[CH:30]=[N:31][N:32]([CH3:34])[CH:33]=3)[CH:24]=2)=[N:16][CH:17]=1)=[O:20])=[O:6])[CH3:2]. The yield is 0.700.